The task is: Predict the reaction yield, written as a fraction of the theoretical maximum amount of product (1.0 means a 100% yield; for example, 0.34 means a 34% yield).. This data is from Reaction yield outcomes from USPTO patents with 853,638 reactions. The reactants are Cl[C:2](Cl)([O:4]C(=O)OC(Cl)(Cl)Cl)Cl.C(N(CC)CC)C.[C:20]([O:24][C:25](=[O:53])[NH:26][C@@H:27]1[CH2:32][CH2:31][CH2:30][N:29]([C:33]2[CH:38]=[C:37]([CH3:39])[N:36]=[C:35]([NH:40][CH2:41][C:42]3[CH:47]=[CH:46][C:45]([O:48][CH3:49])=[CH:44][C:43]=3[O:50][CH3:51])[C:34]=2[NH2:52])[CH2:28]1)([CH3:23])([CH3:22])[CH3:21].C(=O)([O-])[O-].[Na+].[Na+]. The catalyst is ClCCl. The product is [C:20]([O:24][C:25](=[O:53])[NH:26][C@@H:27]1[CH2:32][CH2:31][CH2:30][N:29]([C:33]2[CH:38]=[C:37]([CH3:39])[N:36]=[C:35]3[N:40]([CH2:41][C:42]4[CH:47]=[CH:46][C:45]([O:48][CH3:49])=[CH:44][C:43]=4[O:50][CH3:51])[C:2](=[O:4])[NH:52][C:34]=23)[CH2:28]1)([CH3:22])([CH3:21])[CH3:23]. The yield is 0.652.